This data is from Catalyst prediction with 721,799 reactions and 888 catalyst types from USPTO. The task is: Predict which catalyst facilitates the given reaction. (1) Product: [Cl:13][C:10]1[C:9]2[C:4](=[CH:5][C:6]([F:14])=[CH:7][CH:8]=2)[N:3]=[C:2]([C:21]2[CH:22]=[C:17]([CH:18]=[CH:19][CH:20]=2)[C:15]#[N:16])[C:11]=1[CH3:12]. The catalyst class is: 109. Reactant: Cl[C:2]1[C:11]([CH3:12])=[C:10]([Cl:13])[C:9]2[C:4](=[CH:5][C:6]([F:14])=[CH:7][CH:8]=2)[N:3]=1.[C:15]([C:17]1[CH:18]=[C:19](B(O)O)[CH:20]=[CH:21][CH:22]=1)#[N:16].O. (2) Reactant: [CH3:1][N:2]1[C:6]([C:7](=[N:14][O:15][CH2:16][C:17]2[N:22]=[C:21]([NH2:23])[CH:20]=[CH:19][CH:18]=2)[C:8]2[CH:13]=[CH:12][CH:11]=[CH:10][CH:9]=2)=[N:5][N:4]=[N:3]1.N1C=CC=CC=1.[O:30]1[C:34]2[CH:35]=[CH:36][CH:37]=[CH:38][C:33]=2[CH2:32][CH:31]1[C:39](Cl)=[O:40]. Product: [CH3:1][N:2]1[C:6]([C:7](=[N:14][O:15][CH2:16][C:17]2[N:22]=[C:21]([NH:23][C:39]([CH:31]3[CH2:32][C:33]4[CH:38]=[CH:37][CH:36]=[CH:35][C:34]=4[O:30]3)=[O:40])[CH:20]=[CH:19][CH:18]=2)[C:8]2[CH:9]=[CH:10][CH:11]=[CH:12][CH:13]=2)=[N:5][N:4]=[N:3]1. The catalyst class is: 4. (3) Reactant: [CH3:1][O:2][C:3]1[CH:8]=[CH:7][CH:6]=[CH:5][C:4]=1[N:9]1[CH2:14][CH2:13][NH:12][CH2:11][CH2:10]1.[N+:15]([O-])([O-:17])=[O:16].[K+]. Product: [CH3:1][O:2][C:3]1[CH:8]=[CH:7][C:6]([N+:15]([O-:17])=[O:16])=[CH:5][C:4]=1[N:9]1[CH2:14][CH2:13][NH:12][CH2:11][CH2:10]1. The catalyst class is: 82.